From a dataset of Cav3 T-type calcium channel HTS with 100,875 compounds. Binary Classification. Given a drug SMILES string, predict its activity (active/inactive) in a high-throughput screening assay against a specified biological target. (1) The compound is s\1c(c(n(c1=N\C(=O)c1cc(OC)ccc1)C)C)C(OCC)=O. The result is 0 (inactive). (2) The molecule is o1nc(cc1CCC)C(=O)NCc1ccc(OC)cc1. The result is 0 (inactive). (3) The compound is Fc1cc(COc2c(=O)cc(oc2)CO)ccc1. The result is 0 (inactive).